Dataset: Forward reaction prediction with 1.9M reactions from USPTO patents (1976-2016). Task: Predict the product of the given reaction. Given the reactants [O:1]([CH2:8][C:9]1[CH:16]=[CH:15][C:12]([CH:13]=O)=[CH:11][CH:10]=1)[C:2]1[CH:7]=[CH:6][CH:5]=[CH:4][CH:3]=1.[N+:17]([CH3:20])([O-:19])=[O:18].C([O-])(=O)C.[NH4+], predict the reaction product. The product is: [N+:17](/[CH:20]=[CH:13]/[C:12]1[CH:15]=[CH:16][C:9]([CH2:8][O:1][C:2]2[CH:7]=[CH:6][CH:5]=[CH:4][CH:3]=2)=[CH:10][CH:11]=1)([O-:19])=[O:18].